Predict which catalyst facilitates the given reaction. From a dataset of Catalyst prediction with 721,799 reactions and 888 catalyst types from USPTO. (1) Reactant: [Cl:1][C:2]1[CH:3]=[CH:4][C:5]([O:36][CH3:37])=[C:6]([S:8]([NH:11][C@H:12]2[CH2:16][N:15]([C:17]([O:19][C:20]([CH3:23])([CH3:22])[CH3:21])=[O:18])[C@@H:14]([CH2:24][N:25]3C(=O)C4C(=CC=CC=4)C3=O)[CH2:13]2)(=[O:10])=[O:9])[CH:7]=1.O.NN. Product: [NH2:25][CH2:24][C@H:14]1[CH2:13][C@@H:12]([NH:11][S:8]([C:6]2[CH:7]=[C:2]([Cl:1])[CH:3]=[CH:4][C:5]=2[O:36][CH3:37])(=[O:10])=[O:9])[CH2:16][N:15]1[C:17]([O:19][C:20]([CH3:23])([CH3:22])[CH3:21])=[O:18]. The catalyst class is: 14. (2) Reactant: [N:1]1[CH:6]=[CH:5][CH:4]=[CH:3][C:2]=1[C:7]1[N:15]2[C:10]([CH:11]=[CH:12][CH:13]=[CH:14]2)=[CH:9][C:8]=1[CH:16]([NH2:18])[CH3:17].Cl[C:20]1[N:25]=[CH:24][N:23]=[C:22]([NH2:26])[C:21]=1[C:27]#[C:28][CH2:29][O:30][Si:31]([CH:38]([CH3:40])[CH3:39])([CH:35]([CH3:37])[CH3:36])[CH:32]([CH3:34])[CH3:33].CCN(C(C)C)C(C)C. Product: [N:1]1[CH:6]=[CH:5][CH:4]=[CH:3][C:2]=1[C:7]1[N:15]2[C:10]([CH:11]=[CH:12][CH:13]=[CH:14]2)=[CH:9][C:8]=1[CH:16]([NH:18][C:20]1[C:21]([C:27]#[C:28][CH2:29][O:30][Si:31]([CH:32]([CH3:34])[CH3:33])([CH:35]([CH3:37])[CH3:36])[CH:38]([CH3:40])[CH3:39])=[C:22]([NH2:26])[N:23]=[CH:24][N:25]=1)[CH3:17]. The catalyst class is: 114. (3) Reactant: [C:1]([C:3]1[CH:4]=[C:5]([C:13]2[O:17][N:16]=[C:15]([C:18]3[N:19]=[CH:20][C:21]([CH2:27][CH2:28][C:29]([O:31]CC)=[O:30])=[C:22]4[CH:26]=[CH:25][NH:24][C:23]=34)[N:14]=2)[CH:6]=[CH:7][C:8]=1[O:9][CH:10]([CH3:12])[CH3:11])#[N:2].[OH-].[Na+].Cl. Product: [C:1]([C:3]1[CH:4]=[C:5]([C:13]2[O:17][N:16]=[C:15]([C:18]3[N:19]=[CH:20][C:21]([CH2:27][CH2:28][C:29]([OH:31])=[O:30])=[C:22]4[CH:26]=[CH:25][NH:24][C:23]=34)[N:14]=2)[CH:6]=[CH:7][C:8]=1[O:9][CH:10]([CH3:12])[CH3:11])#[N:2]. The catalyst class is: 87.